Dataset: Full USPTO retrosynthesis dataset with 1.9M reactions from patents (1976-2016). Task: Predict the reactants needed to synthesize the given product. (1) Given the product [F:1][C:2]1[CH:3]=[C:4]([C:8]2[CH:9]=[CH:10][C:11]([C:14]([NH:16][C@H:17]3[CH2:21][CH2:20][C@@H:19]([C:22](=[O:23])[NH:32][CH:29]4[CH2:30][CH2:31][N:26]([CH3:25])[CH2:27][CH2:28]4)[CH2:18]3)=[O:15])=[CH:12][N:13]=2)[CH:5]=[CH:6][CH:7]=1, predict the reactants needed to synthesize it. The reactants are: [F:1][C:2]1[CH:3]=[C:4]([C:8]2[N:13]=[CH:12][C:11]([C:14]([NH:16][C@H:17]3[CH2:21][CH2:20][C@@H:19]([C:22](O)=[O:23])[CH2:18]3)=[O:15])=[CH:10][CH:9]=2)[CH:5]=[CH:6][CH:7]=1.[CH3:25][N:26]1[CH2:31][CH2:30][CH:29]([NH2:32])[CH2:28][CH2:27]1. (2) The reactants are: ClC(Cl)(O[C:5](=[O:11])OC(Cl)(Cl)Cl)Cl.[CH3:13][O:14][C:15](=[O:22])[CH:16]([C:18]([F:21])([F:20])[F:19])[OH:17].C(N(CC)C(C)C)(C)C.[CH3:32][NH:33][CH2:34][CH2:35][C:36]1[CH:41]=[CH:40][CH:39]=[CH:38][CH:37]=1. Given the product [F:19][C:18]([F:21])([F:20])[CH:16]([O:17][C:5](=[O:11])[N:33]([CH3:32])[CH2:34][CH2:35][C:36]1[CH:41]=[CH:40][CH:39]=[CH:38][CH:37]=1)[C:15]([O:14][CH3:13])=[O:22], predict the reactants needed to synthesize it. (3) Given the product [CH:16]1([S:19]([N:22]2[CH:26]=[C:25]([C:27]3[N:32]=[C:31]([NH:33][C:2]4[N:3]=[CH:4][C:5]5[N:6]=[C:7]6[O:13][CH2:12][C:11]([CH3:15])([CH3:14])[N:8]6[C:9]=5[CH:10]=4)[CH:30]=[CH:29][N:28]=3)[CH:24]=[N:23]2)(=[O:20])=[O:21])[CH2:18][CH2:17]1, predict the reactants needed to synthesize it. The reactants are: Br[C:2]1[N:3]=[CH:4][C:5]2[N:6]=[C:7]3[O:13][CH2:12][C:11]([CH3:15])([CH3:14])[N:8]3[C:9]=2[CH:10]=1.[CH:16]1([S:19]([N:22]2[CH:26]=[C:25]([C:27]3[N:32]=[C:31]([NH2:33])[CH:30]=[CH:29][N:28]=3)[CH:24]=[N:23]2)(=[O:21])=[O:20])[CH2:18][CH2:17]1.C1(P(C2C=CC=CC=2)C2C3OC4C(=CC=CC=4P(C4C=CC=CC=4)C4C=CC=CC=4)C(C)(C)C=3C=CC=2)C=CC=CC=1.C(=O)([O-])[O-].[Cs+].[Cs+]. (4) Given the product [CH2:34]([N:21]([CH2:20][CH2:19][C:18]1[CH:29]=[CH:30][C:15]([C:12]2[N:13]=[CH:14][N:10]([C:7]3[CH:6]=[CH:5][C:4]([O:3][C:2]([F:1])([F:31])[F:32])=[CH:9][CH:8]=3)[N:11]=2)=[CH:16][CH:17]=1)[C:22](=[O:28])[O:23][C:24]([CH3:25])([CH3:26])[CH3:27])[CH3:35], predict the reactants needed to synthesize it. The reactants are: [F:1][C:2]([F:32])([F:31])[O:3][C:4]1[CH:9]=[CH:8][C:7]([N:10]2[CH:14]=[N:13][C:12]([C:15]3[CH:30]=[CH:29][C:18]([CH2:19][CH2:20][NH:21][C:22](=[O:28])[O:23][C:24]([CH3:27])([CH3:26])[CH3:25])=[CH:17][CH:16]=3)=[N:11]2)=[CH:6][CH:5]=1.I[CH2:34][CH3:35].